From a dataset of Catalyst prediction with 721,799 reactions and 888 catalyst types from USPTO. Predict which catalyst facilitates the given reaction. (1) Reactant: [Cl:1][C:2]1[S:6][C:5]([S:7](Cl)(=[O:9])=[O:8])=[CH:4][CH:3]=1.[NH2:11][C@@H:12]([CH:15]1[CH2:23][C:22]2[C:17](=[CH:18][CH:19]=[CH:20][CH:21]=2)[CH2:16]1)[CH2:13][OH:14].C(N(CC)CC)C.CCOC(C)=O.CCCCCC. Product: [Cl:1][C:2]1[S:6][C:5]([S:7]([NH:11][C@@H:12]([CH:15]2[CH2:23][C:22]3[C:17](=[CH:18][CH:19]=[CH:20][CH:21]=3)[CH2:16]2)[CH2:13][OH:14])(=[O:9])=[O:8])=[CH:4][CH:3]=1. The catalyst class is: 2. (2) Reactant: [CH3:1][C:2]1(C)[CH2:7]CCC(C)(C)N1.C([Li])CCC.[Cl:16][C:17]1[CH:25]=[CH:24][C:20]([C:21]([OH:23])=[O:22])=[CH:19][N:18]=1.CC(C)=O. Product: [Cl:16][C:17]1[N:18]=[CH:19][C:20]2[C:21](=[O:23])[O:22][C:2]([CH3:7])([CH3:1])[C:24]=2[CH:25]=1. The catalyst class is: 188.